Task: Binary Classification. Given a drug SMILES string, predict its activity (active/inactive) in a high-throughput screening assay against a specified biological target.. Dataset: HIV replication inhibition screening data with 41,000+ compounds from the AIDS Antiviral Screen (1) The molecule is CCOC(=O)C(C#N)=C(O)C(=Cc1ccccc1Cl)NC(=O)c1ccccc1. The result is 0 (inactive). (2) The drug is O=C(c1ccccc1)C1Nc2ccc(Cl)cc2C2OCCCC12. The result is 0 (inactive). (3) The drug is COC(=O)C12C(=O)CC3CCC1C32C(=O)OC. The result is 0 (inactive). (4) The drug is CCC(C=Cc1ccccc1)=NN=C(C=Cc1ccccc1)CC. The result is 0 (inactive).